The task is: Predict the product of the given reaction.. This data is from Forward reaction prediction with 1.9M reactions from USPTO patents (1976-2016). Given the reactants [NH2:1][C:2]1[C:11]([F:12])=[C:10](F)[CH:9]=[C:8]2[C:3]=1[C:4](=[O:20])[C:5]([C:17]([OH:19])=[O:18])=[CH:6][N:7]2[CH:14]1[CH2:16][CH2:15]1.[N:21]1[CH:26]=[CH:25][CH:24]=[CH:23][C:22]=1[NH:27][CH2:28][CH2:29][NH2:30].C(N(CC)CC)C.[NH4+].[Cl-], predict the reaction product. The product is: [NH2:1][C:2]1[C:11]([F:12])=[C:10]([NH:30][CH2:29][CH2:28][NH:27][C:22]2[CH:23]=[CH:24][CH:25]=[CH:26][N:21]=2)[CH:9]=[C:8]2[C:3]=1[C:4](=[O:20])[C:5]([C:17]([OH:19])=[O:18])=[CH:6][N:7]2[CH:14]1[CH2:16][CH2:15]1.